Dataset: Forward reaction prediction with 1.9M reactions from USPTO patents (1976-2016). Task: Predict the product of the given reaction. (1) Given the reactants Br[C:2]1[CH:3]=[C:4]([CH:29]=[CH:30][CH:31]=1)[C:5]([NH:7][CH:8]([C:10]1[N:15]=[N:14][C:13]([NH:16][C:17]2[CH:22]=[C:21]([O:23][CH3:24])[C:20]([O:25][CH3:26])=[C:19]([O:27][CH3:28])[CH:18]=2)=[N:12][CH:11]=1)[CH3:9])=[O:6].NC(C1N=NC(NC2C=C(OC)C(OC)=C(OC)C=2)=NC=1)C.[CH3:54][O:55][C:56](C1C=C(C=CC=1)C(O)=O)=[O:57].C(N(CC)CC)C, predict the reaction product. The product is: [CH3:24][O:23][C:21]1[CH:22]=[C:17]([NH:16][C:13]2[N:14]=[N:15][C:10]([CH:8]([NH:7][C:5]([C:4]3[CH:3]=[C:2]([CH:31]=[CH:30][CH:29]=3)[C:56]([O:55][CH3:54])=[O:57])=[O:6])[CH3:9])=[CH:11][N:12]=2)[CH:18]=[C:19]([O:27][CH3:28])[C:20]=1[O:25][CH3:26]. (2) Given the reactants [CH3:1][O:2][C:3]1[CH:22]=[CH:21][C:6]([CH2:7][O:8][C@H:9]([C@H:11]([OH:20])[C@H:12]([CH:18]=[CH2:19])[CH2:13][CH2:14][CH:15]([CH3:17])[CH3:16])[CH3:10])=[CH:5][CH:4]=1.[H-].[Na+].Br[CH2:26][CH:27]1[CH2:29][CH2:28]1, predict the reaction product. The product is: [CH:27]1([CH2:26][O:20][C@H:11]([C@H:12]([CH:18]=[CH2:19])[CH2:13][CH2:14][CH:15]([CH3:16])[CH3:17])[C@@H:9]([O:8][CH2:7][C:6]2[CH:5]=[CH:4][C:3]([O:2][CH3:1])=[CH:22][CH:21]=2)[CH3:10])[CH2:29][CH2:28]1. (3) Given the reactants [Cl:1][C:2]1[C:10]2[C:5](=[CH:6][CH:7]=[CH:8][CH:9]=2)[NH:4][C:3]=1[C:11]1[NH:15][C:14](=[O:16])[O:13][N:12]=1.I[CH3:18], predict the reaction product. The product is: [Cl:1][C:2]1[C:10]2[C:5](=[CH:6][CH:7]=[CH:8][CH:9]=2)[NH:4][C:3]=1[C:11]1[N:15]([CH3:18])[C:14](=[O:16])[O:13][N:12]=1. (4) Given the reactants [NH2:1][C@H:2](C(O)=O)CCCCN.N[CH2:12][CH2:13][CH2:14][CH2:15][C:16](=[O:20])[C:17]([OH:19])=[O:18], predict the reaction product. The product is: [NH2:1][CH2:2][CH2:12][CH2:13][CH2:14][CH2:15][C:16](=[O:20])[C:17]([OH:19])=[O:18]. (5) Given the reactants [C:1](=O)([O-])[O-].[K+].[K+].[C:7]([O:11][C:12]([NH:14][C@H:15]1[CH2:20][CH2:19][C@H:18]([C:21]([OH:23])=[O:22])[CH2:17][CH2:16]1)=[O:13])([CH3:10])([CH3:9])[CH3:8].CI, predict the reaction product. The product is: [CH3:1][O:22][C:21]([C@H:18]1[CH2:17][CH2:16][C@H:15]([NH:14][C:12]([O:11][C:7]([CH3:10])([CH3:8])[CH3:9])=[O:13])[CH2:20][CH2:19]1)=[O:23]. (6) Given the reactants [CH:1]1[CH:6]=[N+:5]([C@@H:7]2[O:11][C@H:10]([CH2:12][O:13][P:14]([O:17][P:18]([O:21][CH2:22][C@H:23]3[O:27][C@@H:26]([N:28]4[C:32]5[N:33]=[CH:34][N:35]=[C:36]([NH2:37])[C:31]=5[N:30]=[CH:29]4)[C@H:25]([OH:38])[C@@H:24]3[OH:39])([OH:20])=[O:19])([OH:16])=[O:15])[C@@H:9]([OH:40])[C@H:8]2[OH:41])[CH:4]=[C:3]([C:42]([NH2:44])=[O:43])[CH:2]=1, predict the reaction product. The product is: [CH:34]1[N:35]=[C:36]([NH2:37])[C:31]2[N:30]=[CH:29][N:28]([C@@H:26]3[O:27][C@H:23]([CH2:22][O:21][P:18]([O:17][P:14]([O:13][CH2:12][C@H:10]4[O:11][C@@H:7]([N:5]5[CH:4]=[C:3]([C:42]([NH2:44])=[O:43])[CH2:2][CH:1]=[CH:6]5)[C@H:8]([OH:41])[C@@H:9]4[OH:40])([OH:16])=[O:15])([OH:20])=[O:19])[C@@H:24]([OH:39])[C@H:25]3[OH:38])[C:32]=2[N:33]=1. (7) Given the reactants O[C:2]1[N:7]=[CH:6][N:5]=[C:4]([C:8]([O:10][CH3:11])=[O:9])[CH:3]=1.O=P(Cl)(Cl)[Cl:14], predict the reaction product. The product is: [Cl:14][C:2]1[N:7]=[CH:6][N:5]=[C:4]([C:8]([O:10][CH3:11])=[O:9])[CH:3]=1. (8) Given the reactants [Cl:1][C:2]1[CH:7]=[CH:6][C:5]([S:8]([NH:11][C@H:12]([C:15]2[CH:20]=[CH:19][CH:18]=[CH:17][CH:16]=2)[CH2:13][CH3:14])(=[O:10])=[O:9])=[CH:4][CH:3]=1.Br[CH2:22][C:23]1[CH:33]=[CH:32][C:26]([C:27]([O:29][CH2:30][CH3:31])=[O:28])=[CH:25][N:24]=1.C([O-])([O-])=O.[K+].[K+], predict the reaction product. The product is: [Cl:1][C:2]1[CH:7]=[CH:6][C:5]([S:8]([N:11]([CH2:22][C:23]2[CH:33]=[CH:32][C:26]([C:27]([O:29][CH2:30][CH3:31])=[O:28])=[CH:25][N:24]=2)[C@H:12]([C:15]2[CH:16]=[CH:17][CH:18]=[CH:19][CH:20]=2)[CH2:13][CH3:14])(=[O:10])=[O:9])=[CH:4][CH:3]=1.